Dataset: Forward reaction prediction with 1.9M reactions from USPTO patents (1976-2016). Task: Predict the product of the given reaction. Given the reactants [C:1]([O:5][C:6](=[O:33])[CH:7]([NH:14][S:15]([C:18]1[CH:23]=[CH:22][C:21]([O:24][CH2:25][C:26]2[CH:31]=[CH:30][C:29]([F:32])=[CH:28][CH:27]=2)=[CH:20][CH:19]=1)(=[O:17])=[O:16])CCCC(=O)C)([CH3:4])([CH3:3])[CH3:2].[CH3:34][C:35](C)([O-:37])[CH3:36].[K+].Cl.[CH2:41]1COC[CH2:42]1, predict the reaction product. The product is: [C:1]([O:5][C:6]([CH:7]1[C:35]([OH:37])([CH3:36])[CH2:34][CH2:42][CH2:41][N:14]1[S:15]([C:18]1[CH:23]=[CH:22][C:21]([O:24][CH2:25][C:26]2[CH:27]=[CH:28][C:29]([F:32])=[CH:30][CH:31]=2)=[CH:20][CH:19]=1)(=[O:16])=[O:17])=[O:33])([CH3:2])([CH3:3])[CH3:4].